Dataset: Catalyst prediction with 721,799 reactions and 888 catalyst types from USPTO. Task: Predict which catalyst facilitates the given reaction. (1) Reactant: C([O:3][C:4]([C:6]1[CH:7]=[C:8]2[C:13](=[CH:14][CH:15]=1)[NH:12][CH:11]([C:16]1[CH:21]=[CH:20][CH:19]=[C:18]([N:22]3[C:26]([CH2:27][C:28]4[CH:33]=[CH:32][CH:31]=[CH:30][CH:29]=4)=[N:25][N:24]=[N:23]3)[CH:17]=1)[C:10]([CH3:35])([CH3:34])[CH2:9]2)=[O:5])C.[OH-].[Na+].Cl. Product: [CH2:27]([C:26]1[N:22]([C:18]2[CH:17]=[C:16]([CH:11]3[C:10]([CH3:35])([CH3:34])[CH2:9][C:8]4[C:13](=[CH:14][CH:15]=[C:6]([C:4]([OH:5])=[O:3])[CH:7]=4)[NH:12]3)[CH:21]=[CH:20][CH:19]=2)[N:23]=[N:24][N:25]=1)[C:28]1[CH:29]=[CH:30][CH:31]=[CH:32][CH:33]=1. The catalyst class is: 364. (2) Reactant: [F:1][C:2]1[CH:7]=[C:6]([F:8])[CH:5]=[CH:4][C:3]=1[N:9]=[C:10]=[S:11].[CH2:12]([N:19]1[C:23]2([CH2:28][CH2:27][NH:26][CH2:25][CH2:24]2)[NH:22][CH:21]([CH2:29][C:30]2[CH:35]=[CH:34][CH:33]=[CH:32][CH:31]=2)[C:20]1=[O:36])[C:13]1[CH:18]=[CH:17][CH:16]=[CH:15][CH:14]=1. Product: [F:1][C:2]1[CH:7]=[C:6]([F:8])[CH:5]=[CH:4][C:3]=1[NH:9][C:10]([N:26]1[CH2:27][CH2:28][C:23]2([N:19]([CH2:12][C:13]3[CH:18]=[CH:17][CH:16]=[CH:15][CH:14]=3)[C:20](=[O:36])[CH:21]([CH2:29][C:30]3[CH:35]=[CH:34][CH:33]=[CH:32][CH:31]=3)[NH:22]2)[CH2:24][CH2:25]1)=[S:11]. The catalyst class is: 11. (3) Reactant: [CH:1]([C:4]1[C:8]([CH2:9][CH2:10][CH2:11][OH:12])=[CH:7][N:6]([C:13]2[N:14]=[N:15][C:16]([C:19]([F:22])([F:21])[F:20])=[CH:17][CH:18]=2)[N:5]=1)([CH3:3])[CH3:2].[CH2:23]([C:25]1[C:26](O)=[C:27]([CH2:31][C:32]([O:34][CH3:35])=[O:33])[CH:28]=[CH:29][CH:30]=1)[CH3:24].C(P(CCCC)CCCC)CCC.N(C(N1CCCCC1)=O)=NC(N1CCCCC1)=O. Product: [CH2:23]([C:25]1[C:26]([O:12][CH2:11][CH2:10][CH2:9][C:8]2[C:4]([CH:1]([CH3:3])[CH3:2])=[N:5][N:6]([C:13]3[N:14]=[N:15][C:16]([C:19]([F:21])([F:20])[F:22])=[CH:17][CH:18]=3)[CH:7]=2)=[C:27]([CH2:31][C:32]([O:34][CH3:35])=[O:33])[CH:28]=[CH:29][CH:30]=1)[CH3:24]. The catalyst class is: 7. (4) Reactant: C(O)(C(F)(F)F)=O.[C:8]([CH:12]([CH2:18][C:19]1[CH:24]=[CH:23][C:22]([O:25][CH3:26])=[CH:21][C:20]=1[CH2:27][N:28](C(OC(C)(C)C)=O)[CH2:29][C:30]([F:33])([F:32])[F:31])[CH2:13][C:14]([O:16][CH3:17])=[O:15])([O:10][CH3:11])=[O:9]. The catalyst class is: 2. Product: [C:8]([CH:12]([CH2:18][C:19]1[CH:24]=[CH:23][C:22]([O:25][CH3:26])=[CH:21][C:20]=1[CH2:27][NH:28][CH2:29][C:30]([F:31])([F:33])[F:32])[CH2:13][C:14]([O:16][CH3:17])=[O:15])([O:10][CH3:11])=[O:9].